From a dataset of Full USPTO retrosynthesis dataset with 1.9M reactions from patents (1976-2016). Predict the reactants needed to synthesize the given product. (1) Given the product [CH3:25][C:6]1[CH:7]=[C:8]([C:12]2[NH:21][C:20](=[O:22])[C:19]3[C:14](=[CH:15][C:16]([F:24])=[CH:17][C:18]=3[N:26]3[CH2:30][CH2:29][CH2:28][CH2:27]3)[N:13]=2)[CH:9]=[C:10]([CH3:11])[C:5]=1[O:4][CH2:3][CH2:2][N:26]1[CH2:30][CH2:29][CH2:28][CH2:27]1, predict the reactants needed to synthesize it. The reactants are: Br[CH2:2][CH2:3][O:4][C:5]1[C:10]([CH3:11])=[CH:9][C:8]([C:12]2[NH:21][C:20](=[O:22])[C:19]3[C:14](=[CH:15][C:16]([F:24])=[CH:17][C:18]=3F)[N:13]=2)=[CH:7][C:6]=1[CH3:25].[NH:26]1[CH2:30][CH2:29][CH2:28][CH2:27]1. (2) Given the product [CH:17]([C:14]1[CH:15]=[CH:16][C:11]([S:8]([N:7]([CH2:22][C:23]([OH:25])=[O:24])[C:3]2[CH:2]=[C:1]([CH3:20])[CH:6]=[CH:5][CH:4]=2)(=[O:10])=[O:9])=[N:12][CH:13]=1)([CH3:18])[CH3:19], predict the reactants needed to synthesize it. The reactants are: [C:1]1([CH3:20])[CH:6]=[CH:5][CH:4]=[C:3]([NH:7][S:8]([C:11]2[CH:16]=[CH:15][C:14]([CH:17]([CH3:19])[CH3:18])=[CH:13][N:12]=2)(=[O:10])=[O:9])[CH:2]=1.Br[CH2:22][C:23]([O:25]C(C)(C)C)=[O:24].